Dataset: Peptide-MHC class I binding affinity with 185,985 pairs from IEDB/IMGT. Task: Regression. Given a peptide amino acid sequence and an MHC pseudo amino acid sequence, predict their binding affinity value. This is MHC class I binding data. (1) The binding affinity (normalized) is 0.0847. The MHC is HLA-A69:01 with pseudo-sequence HLA-A69:01. The peptide sequence is KLITQPLPA. (2) The peptide sequence is LLYKQLNFT. The MHC is HLA-A31:01 with pseudo-sequence HLA-A31:01. The binding affinity (normalized) is 0.0847. (3) The MHC is HLA-A33:01 with pseudo-sequence HLA-A33:01. The peptide sequence is QNITFDMLK. The binding affinity (normalized) is 0.311. (4) The peptide sequence is RRARSLSAERY. The MHC is HLA-A23:01 with pseudo-sequence HLA-A23:01. The binding affinity (normalized) is 0.319. (5) The peptide sequence is SIKDVIHDY. The MHC is HLA-A33:01 with pseudo-sequence HLA-A33:01. The binding affinity (normalized) is 0.0877. (6) The peptide sequence is SLLRNDVPM. The MHC is H-2-Kb with pseudo-sequence H-2-Kb. The binding affinity (normalized) is 0.192. (7) The peptide sequence is SVDSDHLGY. The MHC is HLA-A02:01 with pseudo-sequence HLA-A02:01. The binding affinity (normalized) is 0.0847.